This data is from TCR-epitope binding with 47,182 pairs between 192 epitopes and 23,139 TCRs. The task is: Binary Classification. Given a T-cell receptor sequence (or CDR3 region) and an epitope sequence, predict whether binding occurs between them. Result: 1 (the TCR binds to the epitope). The TCR CDR3 sequence is CASSQGPGLAGGNTGELFF. The epitope is KEIDRLNEV.